From a dataset of Reaction yield outcomes from USPTO patents with 853,638 reactions. Predict the reaction yield, written as a fraction of the theoretical maximum amount of product (1.0 means a 100% yield; for example, 0.34 means a 34% yield). The product is [Br-:35].[OH:10][C:9]([C:17]1[CH:22]=[CH:21][CH:20]=[CH:19][CH:18]=1)([C:11]1[CH:12]=[CH:13][CH:14]=[CH:15][CH:16]=1)[C:4]12[CH2:5][CH2:6][N+:1]([CH2:34][CH2:33][CH2:32][CH2:31][O:30][CH2:29][C:23]3[CH:28]=[CH:27][CH:26]=[CH:25][CH:24]=3)([CH2:2][CH2:3]1)[CH2:8][CH2:7]2. The reactants are [N:1]12[CH2:8][CH2:7][C:4]([C:9]([C:17]3[CH:22]=[CH:21][CH:20]=[CH:19][CH:18]=3)([C:11]3[CH:16]=[CH:15][CH:14]=[CH:13][CH:12]=3)[OH:10])([CH2:5][CH2:6]1)[CH2:3][CH2:2]2.[C:23]1([CH2:29][O:30][CH2:31][CH2:32][CH2:33][CH2:34][Br:35])[CH:28]=[CH:27][CH:26]=[CH:25][CH:24]=1. The catalyst is CC#N. The yield is 0.483.